This data is from Forward reaction prediction with 1.9M reactions from USPTO patents (1976-2016). The task is: Predict the product of the given reaction. (1) Given the reactants [N+:1]([CH:3](S(C1C=CC(C)=CC=1)(=O)=O)[CH:4]1[CH2:9][CH2:8][N:7]([S:10]([C:13]2[CH:19]=[CH:18][C:16]([CH3:17])=[CH:15][CH:14]=2)(=[O:12])=[O:11])[CH2:6][CH2:5]1)#[C-:2].C[O-].[Na+].[F:33][C:34]([F:47])([F:46])[C:35]([C:38]1[CH:45]=[CH:44][C:41]([CH:42]=[O:43])=[CH:40][CH:39]=1)([OH:37])[CH3:36], predict the reaction product. The product is: [F:33][C:34]([F:46])([F:47])[C:35]([C:38]1[CH:45]=[CH:44][C:41]([C:42]2[O:43][CH:2]=[N:1][C:3]=2[CH:4]2[CH2:5][CH2:6][N:7]([S:10]([C:13]3[CH:19]=[CH:18][C:16]([CH3:17])=[CH:15][CH:14]=3)(=[O:11])=[O:12])[CH2:8][CH2:9]2)=[CH:40][CH:39]=1)([OH:37])[CH3:36]. (2) Given the reactants [H][H].[CH2:3]([O:6][C:7]1[CH:12]=[CH:11][C:10]([CH:13]2[CH:22]([OH:23])[CH2:21][C:20]3[C:19]([OH:24])=[CH:18][C:17]([OH:25])=[CH:16][C:15]=3[O:14]2)=[CH:9][C:8]=1[OH:26])[CH:4]=[CH2:5], predict the reaction product. The product is: [OH:26][C:8]1[CH:9]=[C:10]([CH:13]2[CH:22]([OH:23])[CH2:21][C:20]3[C:19]([OH:24])=[CH:18][C:17]([OH:25])=[CH:16][C:15]=3[O:14]2)[CH:11]=[CH:12][C:7]=1[O:6][CH2:3][CH2:4][CH3:5]. (3) The product is: [CH3:1][O:2][C:3](=[O:19])[CH:4]([O:16][CH2:17][CH3:18])[CH2:5][C:6]1[C:14]2[CH:13]=[CH:12][S:11][C:10]=2[C:9]([O:15][CH2:33][CH2:32][C:22]2[N:23]=[C:24]([C:26]3[CH:31]=[CH:30][CH:29]=[CH:28][CH:27]=3)[S:25][C:21]=2[CH3:20])=[CH:8][CH:7]=1. Given the reactants [CH3:1][O:2][C:3](=[O:19])[CH:4]([O:16][CH2:17][CH3:18])[CH2:5][C:6]1[C:14]2[CH:13]=[CH:12][S:11][C:10]=2[C:9]([OH:15])=[CH:8][CH:7]=1.[CH3:20][C:21]1[S:25][C:24]([C:26]2[CH:31]=[CH:30][CH:29]=[CH:28][CH:27]=2)=[N:23][C:22]=1[CH2:32][CH2:33]O.C1(P(C2C=CC=CC=2)C2C=CC=CC=2)C=CC=CC=1.N(C(OC(C)C)=O)=NC(OC(C)C)=O, predict the reaction product.